Dataset: Full USPTO retrosynthesis dataset with 1.9M reactions from patents (1976-2016). Task: Predict the reactants needed to synthesize the given product. (1) Given the product [CH3:16][C@H:10]1[CH2:11][N:12]([CH3:15])[CH2:13][CH2:14][N:9]1[C:6]1[C:7]([F:8])=[C:2]([NH:19][NH2:20])[N:3]=[C:4]([CH3:17])[N:5]=1, predict the reactants needed to synthesize it. The reactants are: Cl[C:2]1[C:7]([F:8])=[C:6]([N:9]2[CH2:14][CH2:13][N:12]([CH3:15])[CH2:11][C@@H:10]2[CH3:16])[N:5]=[C:4]([CH3:17])[N:3]=1.O.[NH2:19][NH2:20]. (2) Given the product [C:1]1([CH:7]2[C:12]3=[N:13][NH:14][C:15](=[O:20])[C:16]4[CH:17]=[CH:18][CH:19]=[C:10]([C:11]=43)[NH:9][CH2:8]2)[CH:2]=[CH:3][CH:4]=[CH:5][CH:6]=1, predict the reactants needed to synthesize it. The reactants are: [C:1]1([CH:7]2[C:12]3=[N:13][NH:14][C:15](=[O:20])[C:16]4[CH:17]=[CH:18][CH:19]=[C:10]([C:11]=43)[NH:9][C:8]2=O)[CH:6]=[CH:5][CH:4]=[CH:3][CH:2]=1.O1CCOCC1.CCN(CC)CC. (3) Given the product [CH3:1][C:2]([CH3:39])([C@H:4]([N:7]([C:20]([C:21]1[CH:26]=[CH:25][C:24]2[CH:27]=[N:42][N:41]([CH3:40])[B:29]([OH:30])[C:23]=2[CH:22]=1)=[O:38])[NH:8][C:9](=[O:19])[C:10]1[CH:15]=[CH:14][CH:13]=[C:12]([O:16][CH3:17])[C:11]=1[CH3:18])[CH2:5][CH3:6])[CH3:3], predict the reactants needed to synthesize it. The reactants are: [CH3:1][C:2]([CH3:39])([C@H:4]([N:7]([C:20](=[O:38])[C:21]1[CH:26]=[CH:25][C:24]([CH:27]=O)=[C:23]([B:29]2OC(C)(C)C(C)(C)[O:30]2)[CH:22]=1)[NH:8][C:9](=[O:19])[C:10]1[CH:15]=[CH:14][CH:13]=[C:12]([O:16][CH3:17])[C:11]=1[CH3:18])[CH2:5][CH3:6])[CH3:3].[CH3:40][NH:41][NH2:42]. (4) Given the product [N:21]1[CH:26]=[CH:25][CH:24]=[CH:23][C:22]=1[CH2:27][C:28]([N:16]1[CH2:15][CH2:14][C:13]2[C:18](=[CH:19][CH:20]=[C:11]([C:9]([NH:8][O:7][CH:2]3[CH2:3][CH2:4][CH2:5][CH2:6][O:1]3)=[O:10])[CH:12]=2)[CH2:17]1)=[O:29], predict the reactants needed to synthesize it. The reactants are: [O:1]1[CH2:6][CH2:5][CH2:4][CH2:3][CH:2]1[O:7][NH:8][C:9]([C:11]1[CH:12]=[C:13]2[C:18](=[CH:19][CH:20]=1)[CH2:17][NH:16][CH2:15][CH2:14]2)=[O:10].[N:21]1[CH:26]=[CH:25][CH:24]=[CH:23][C:22]=1[CH2:27][C:28](O)=[O:29].C1C=CC2N(O)N=NC=2C=1.C(Cl)CCl. (5) Given the product [CH:7]([C:4]1[N:3]([C:9]2[CH:16]=[CH:15][C:12]([C:13]#[N:14])=[CH:11][C:10]=2[CH3:17])[C:2]([C:23]2[CH:24]=[CH:25][C:20]([O:19][CH3:18])=[CH:21][CH:22]=2)=[CH:6][CH:5]=1)=[O:8], predict the reactants needed to synthesize it. The reactants are: Br[C:2]1[N:3]([C:9]2[CH:16]=[CH:15][C:12]([C:13]#[N:14])=[CH:11][C:10]=2[CH3:17])[C:4]([CH:7]=[O:8])=[CH:5][CH:6]=1.[CH3:18][O:19][C:20]1[CH:25]=[CH:24][C:23](B(O)O)=[CH:22][CH:21]=1.C(=O)([O-])[O-].[Na+].[Na+]. (6) Given the product [C:16]([O:20][C:21]([N:23]1[CH2:24][CH:25]=[C:26]([C:13]2[C:10]3[CH:11]=[N:12][C:7]([N:1]4[CH2:2][CH2:3][O:4][CH2:5][CH2:6]4)=[CH:8][C:9]=3[NH:15][CH:14]=2)[CH2:27][CH2:28]1)=[O:22])([CH3:19])([CH3:17])[CH3:18], predict the reactants needed to synthesize it. The reactants are: [N:1]1([C:7]2[N:12]=[CH:11][C:10]3[CH:13]=[CH:14][NH:15][C:9]=3[CH:8]=2)[CH2:6][CH2:5][O:4][CH2:3][CH2:2]1.[C:16]([O:20][C:21]([N:23]1[CH2:28][CH2:27][C:26](=O)[CH2:25][CH2:24]1)=[O:22])([CH3:19])([CH3:18])[CH3:17].[OH-].[K+]. (7) Given the product [Cl:32][C:21]1[CH:22]=[C:23]([C:26]2[CH:27]=[N:28][CH:29]=[CH:30][CH:31]=2)[CH:24]=[CH:25][C:20]=1[CH2:19][CH:15]1[CH2:16][CH2:17][CH2:18][N:13]([C@H:10]2[CH2:11][CH2:12][C@H:7]([OH:6])[CH2:8][CH2:9]2)[C:14]1=[O:33], predict the reactants needed to synthesize it. The reactants are: C([Si](C)(C)[O:6][C@H:7]1[CH2:12][CH2:11][C@H:10]([N:13]2[CH2:18][CH2:17][CH2:16][CH:15]([CH2:19][C:20]3[CH:25]=[CH:24][C:23]([C:26]4[CH:27]=[N:28][CH:29]=[CH:30][CH:31]=4)=[CH:22][C:21]=3[Cl:32])[C:14]2=[O:33])[CH2:9][CH2:8]1)(C)(C)C. (8) Given the product [OH:5][CH2:4][CH2:3][CH2:2][NH:1][C:6](=[O:7])[O:8][C:9]([CH3:12])([CH3:11])[CH3:10], predict the reactants needed to synthesize it. The reactants are: [NH2:1][CH2:2][CH2:3][CH2:4][OH:5].[C:6](O[C:6]([O:8][C:9]([CH3:12])([CH3:11])[CH3:10])=[O:7])([O:8][C:9]([CH3:12])([CH3:11])[CH3:10])=[O:7]. (9) Given the product [CH2:34]([CH:10]1[CH2:9][NH:8][CH2:13][CH2:12][N:11]1[C:14]([C:16]1[N:17]=[CH:18][N:19]([C@H:27]2[CH2:32][CH2:31][CH2:30][CH2:29][C@H:28]2[OH:33])[C:20]=1[C:21]1[CH:26]=[CH:25][CH:24]=[CH:23][CH:22]=1)=[O:15])[CH2:35][CH2:36][CH2:37][CH3:38], predict the reactants needed to synthesize it. The reactants are: C([N:8]1[CH2:13][CH2:12][N:11]([C:14]([C:16]2[N:17]=[CH:18][N:19]([C@H:27]3[CH2:32][CH2:31][CH2:30][CH2:29][C@H:28]3[OH:33])[C:20]=2[C:21]2[CH:26]=[CH:25][CH:24]=[CH:23][CH:22]=2)=[O:15])[C@H:10](/[CH:34]=[CH:35]/[CH:36]2[CH2:38][CH2:37]2)[CH2:9]1)C1C=CC=CC=1.